This data is from Full USPTO retrosynthesis dataset with 1.9M reactions from patents (1976-2016). The task is: Predict the reactants needed to synthesize the given product. (1) Given the product [F:1][C:2]1[CH:3]=[C:4]([N:8]([CH2:9][C:10]2[CH:15]=[C:14]([F:16])[C:13]([F:17])=[C:12]([F:18])[CH:11]=2)[C:20]([Cl:19])=[O:22])[CH:5]=[CH:6][CH:7]=1, predict the reactants needed to synthesize it. The reactants are: [F:1][C:2]1[CH:3]=[C:4]([NH:8][CH2:9][C:10]2[CH:15]=[C:14]([F:16])[C:13]([F:17])=[C:12]([F:18])[CH:11]=2)[CH:5]=[CH:6][CH:7]=1.[Cl:19][C:20](Cl)([O:22]C(=O)OC(Cl)(Cl)Cl)Cl. (2) Given the product [CH3:43][O:42][C:39]1[N:40]=[CH:41][C:36]([C:24]2[N:25]=[C:26]([CH2:28][S:29][C:30]3[CH:31]=[CH:32][N:33]=[CH:34][CH:35]=3)[O:27][C:23]=2[C:20]2[CH:19]=[CH:18][C:17]([OH:16])=[CH:22][CH:21]=2)=[CH:37][CH:38]=1, predict the reactants needed to synthesize it. The reactants are: C1(SC)C=CC=CC=1.C([O:16][C:17]1[CH:22]=[CH:21][C:20]([C:23]2[O:27][C:26]([CH2:28][S:29][C:30]3[CH:35]=[CH:34][N:33]=[CH:32][CH:31]=3)=[N:25][C:24]=2[C:36]2[CH:37]=[CH:38][C:39]([O:42][CH3:43])=[N:40][CH:41]=2)=[CH:19][CH:18]=1)C1C=CC=CC=1. (3) Given the product [CH3:15][C:16]([CH3:21])([CH3:20])[C:17]#[C:18][C:2]1[C:7]([F:8])=[CH:6][CH:5]=[CH:4][C:3]=1[NH:9][C:10](=[O:14])[CH2:11][CH2:12][CH3:13], predict the reactants needed to synthesize it. The reactants are: Br[C:2]1[C:7]([F:8])=[CH:6][CH:5]=[CH:4][C:3]=1[NH:9][C:10](=[O:14])[CH2:11][CH2:12][CH3:13].[CH3:15][C:16]([CH3:21])([CH3:20])[C:17]#[C:18]C.